From a dataset of Full USPTO retrosynthesis dataset with 1.9M reactions from patents (1976-2016). Predict the reactants needed to synthesize the given product. (1) Given the product [CH3:19][O:18][C:9]1[C:10]([N+:15]([O-:17])=[O:16])=[C:11]([O:13][CH3:14])[N:12]=[C:7]([NH:5][CH2:4][CH2:3][C:2]#[N:1])[N:8]=1, predict the reactants needed to synthesize it. The reactants are: [NH2:1][CH2:2][CH2:3][C:4]#[N:5].Cl[C:7]1[N:12]=[C:11]([O:13][CH3:14])[C:10]([N+:15]([O-:17])=[O:16])=[C:9]([O:18][CH3:19])[N:8]=1. (2) Given the product [C:2]1([C:23]2[CH:28]=[CH:27][CH:26]=[CH:25][CH:24]=2)[CH:7]=[CH:6][C:5]([C:8]([NH:11][C:12](=[O:22])[CH2:13][CH:14]2[CH:19]3[CH2:20][CH2:21][N:16]([CH2:17][CH2:18]3)[CH2:15]2)([CH3:10])[CH3:9])=[CH:4][CH:3]=1, predict the reactants needed to synthesize it. The reactants are: Br[C:2]1[CH:7]=[CH:6][C:5]([C:8]([NH:11][C:12](=[O:22])[CH2:13][CH:14]2[CH:19]3[CH2:20][CH2:21][N:16]([CH2:17][CH2:18]3)[CH2:15]2)([CH3:10])[CH3:9])=[CH:4][CH:3]=1.[C:23]1(B(O)O)[CH:28]=[CH:27][CH:26]=[CH:25][CH:24]=1. (3) Given the product [CH:25]1([CH2:24][NH:23][C:21]([C:18]2[CH:19]=[CH:20][C:15]([C:10]3[C:11]([CH3:14])=[CH:12][CH:13]=[C:8]([NH:7][C:5](=[O:6])[C:4]4[CH:28]=[CH:29][N:30]=[C:2]([N:33]5[CH2:34][CH2:35][CH2:36][CH:32]5[CH3:31])[CH:3]=4)[CH:9]=3)=[CH:16][CH:17]=2)=[O:22])[CH2:27][CH2:26]1, predict the reactants needed to synthesize it. The reactants are: Cl[C:2]1[CH:3]=[C:4]([CH:28]=[CH:29][N:30]=1)[C:5]([NH:7][C:8]1[CH:9]=[C:10]([C:15]2[CH:20]=[CH:19][C:18]([C:21]([NH:23][CH2:24][CH:25]3[CH2:27][CH2:26]3)=[O:22])=[CH:17][CH:16]=2)[C:11]([CH3:14])=[CH:12][CH:13]=1)=[O:6].[CH3:31][CH:32]1[CH2:36][CH2:35][CH2:34][NH:33]1. (4) Given the product [CH2:3]([O:10][C:11]1[C:12]2[N:13]([C:17]([C:21]([OH:23])=[O:22])=[C:18]([CH3:20])[N:19]=2)[CH:14]=[CH:15][CH:16]=1)[C:4]1[CH:5]=[CH:6][CH:7]=[CH:8][CH:9]=1, predict the reactants needed to synthesize it. The reactants are: [OH-].[Na+].[CH2:3]([O:10][C:11]1[C:12]2[N:13]([C:17]([C:21]([O:23]CC)=[O:22])=[C:18]([CH3:20])[N:19]=2)[CH:14]=[CH:15][CH:16]=1)[C:4]1[CH:9]=[CH:8][CH:7]=[CH:6][CH:5]=1.Cl. (5) Given the product [Br:4][C:5]1[CH:11]=[CH:10][C:8]([NH:9][C:2]#[N:1])=[CH:7][C:6]=1[CH3:12], predict the reactants needed to synthesize it. The reactants are: [N:1]#[C:2]Br.[Br:4][C:5]1[CH:11]=[CH:10][C:8]([NH2:9])=[CH:7][C:6]=1[CH3:12]. (6) Given the product [F:1][C:2]1[CH:8]=[C:7]([O:9][CH:10]2[CH2:11][CH2:12][N:13]([CH2:16][CH2:17][F:18])[CH2:14][CH2:15]2)[CH:6]=[CH:5][C:3]=1[NH:4][C:20]1[N:29]=[CH:28][C:27]2[C:22](=[C:23]([C:30]3[CH:31]=[C:32]([NH:36][C:37](=[O:40])[CH:38]=[CH2:39])[CH:33]=[CH:34][CH:35]=3)[CH:24]=[CH:25][CH:26]=2)[N:21]=1, predict the reactants needed to synthesize it. The reactants are: [F:1][C:2]1[CH:8]=[C:7]([O:9][CH:10]2[CH2:15][CH2:14][N:13]([CH2:16][CH2:17][F:18])[CH2:12][CH2:11]2)[CH:6]=[CH:5][C:3]=1[NH2:4].Cl[C:20]1[N:29]=[CH:28][C:27]2[C:22](=[C:23]([C:30]3[CH:31]=[C:32]([NH:36][C:37](=[O:40])[CH:38]=[CH2:39])[CH:33]=[CH:34][CH:35]=3)[CH:24]=[CH:25][CH:26]=2)[N:21]=1.C(O)(C(F)(F)F)=O. (7) Given the product [C:33]1([C:36]2[CH:37]=[CH:38][CH:39]=[CH:40][CH:41]=2)[CH:34]=[CH:35][C:30]([C:28]([C:27]2[CH:8]([C:7]3[CH:10]=[CH:11][C:4]([O:3][C:2]([F:13])([F:12])[F:1])=[CH:5][CH:6]=3)[N:14]([C:15]3[N:16]=[N:17][C:18]([CH3:21])=[CH:19][CH:20]=3)[C:25](=[O:24])[C:26]=2[OH:42])=[O:29])=[CH:31][CH:32]=1, predict the reactants needed to synthesize it. The reactants are: [F:1][C:2]([F:13])([F:12])[O:3][C:4]1[CH:11]=[CH:10][C:7]([CH:8]=O)=[CH:6][CH:5]=1.[NH2:14][C:15]1[N:16]=[N:17][C:18]([CH3:21])=[CH:19][CH:20]=1.C([O:24][C:25](=O)[C:26]([OH:42])=[CH:27][C:28]([C:30]1[CH:35]=[CH:34][C:33]([C:36]2[CH:41]=[CH:40][CH:39]=[CH:38][CH:37]=2)=[CH:32][CH:31]=1)=[O:29])C.